Dataset: Forward reaction prediction with 1.9M reactions from USPTO patents (1976-2016). Task: Predict the product of the given reaction. Given the reactants [CH:1]1([NH:4][C:5](=[O:23])[C:6]2[CH:11]=[CH:10][C:9]([C:12]3[N:16]4[CH:17]=[C:18]([Br:22])[N:19]=[C:20](Br)[C:15]4=[N:14][CH:13]=3)=[CH:8][CH:7]=2)[CH2:3][CH2:2]1.[NH2:24][CH2:25][C:26]([CH3:29])([OH:28])[CH3:27].C1(C)C=CC=CC=1, predict the reaction product. The product is: [Br:22][C:18]1[N:19]=[C:20]([NH:24][CH2:25][C:26]([OH:28])([CH3:29])[CH3:27])[C:15]2[N:16]([C:12]([C:9]3[CH:8]=[CH:7][C:6]([C:5]([NH:4][CH:1]4[CH2:2][CH2:3]4)=[O:23])=[CH:11][CH:10]=3)=[CH:13][N:14]=2)[CH:17]=1.